This data is from Peptide-MHC class I binding affinity with 185,985 pairs from IEDB/IMGT. The task is: Regression. Given a peptide amino acid sequence and an MHC pseudo amino acid sequence, predict their binding affinity value. This is MHC class I binding data. (1) The peptide sequence is SPLYIDISDV. The MHC is HLA-B54:01 with pseudo-sequence HLA-B54:01. The binding affinity (normalized) is 0.613. (2) The binding affinity (normalized) is 0.213. The peptide sequence is YQVPFVQAF. The MHC is HLA-B08:01 with pseudo-sequence HLA-B08:01. (3) The peptide sequence is QKIGKEAIVIW. The MHC is Mamu-B17 with pseudo-sequence Mamu-B17. The binding affinity (normalized) is 0.243. (4) The peptide sequence is RIGTAATKR. The MHC is HLA-A11:01 with pseudo-sequence HLA-A11:01. The binding affinity (normalized) is 0.275. (5) The peptide sequence is TSSVDEQIQWM. The MHC is Mamu-B01 with pseudo-sequence Mamu-B01. The binding affinity (normalized) is 0. (6) The peptide sequence is KLQDLTLRC. The MHC is HLA-A02:12 with pseudo-sequence HLA-A02:12. The binding affinity (normalized) is 0.630.